From a dataset of Full USPTO retrosynthesis dataset with 1.9M reactions from patents (1976-2016). Predict the reactants needed to synthesize the given product. Given the product [CH:15]1([CH2:14][CH2:13][NH:12][C:6]2[N:5]=[C:4]3[C:9]([N:10]=[C:2]([O:25][CH3:24])[N:3]3[CH:18]3[CH2:23][CH2:22][CH2:21][CH2:20][O:19]3)=[C:8]([NH2:11])[N:7]=2)[CH2:17][CH2:16]1, predict the reactants needed to synthesize it. The reactants are: Br[C:2]1[N:3]([CH:18]2[CH2:23][CH2:22][CH2:21][CH2:20][O:19]2)[C:4]2[C:9]([N:10]=1)=[C:8]([NH2:11])[N:7]=[C:6]([NH:12][CH2:13][CH2:14][CH:15]1[CH2:17][CH2:16]1)[N:5]=2.[CH3:24][O-:25].[Na+].[Cl-].[NH4+].